Dataset: Drug-target binding data from BindingDB using IC50 measurements. Task: Regression. Given a target protein amino acid sequence and a drug SMILES string, predict the binding affinity score between them. We predict pIC50 (pIC50 = -log10(IC50 in M); higher means more potent). Dataset: bindingdb_ic50. (1) The small molecule is COc1cc(CN=O)ccc1O. The target protein (P51649) has sequence MATCIWLRSCGARRLGSTFPGCRLRPRAGGLVPASGPAPGPAQLRCYAGRLAGLSAALLRTDSFVGGRWLPAAATFPVQDPASGAALGMVADCGVREARAAVRAAYEAFCRWREVSAKERSSLLRKWYNLMIQNKDDLARIITAESGKPLKEAHGEILYSAFFLEWFSEEARRVYGDIIHTPAKDRRALVLKQPIGVAAVITPWNFPSAMITRKVGAALAAGCTVVVKPAEDTPFSALALAELASQAGIPSGVYNVIPCSRKNAKEVGEAICTDPLVSKISFTGSTTTGKILLHHAANSVKRVSMELGGLAPFIVFDSANVDQAVAGAMASKFRNTGQTCVCSNQFLVQRGIHDAFVKAFAEAMKKNLRVGNGFEEGTTQGPLINEKAVEKVEKQVNDAVSKGATVVTGGKRHQLGKNFFEPTLLCNVTQDMLCTHEETFGPLAPVIKFDTEEEAIAIANAADVGLAGYFYSQDPAQIWRVAEQLEVGMVGVNEGLISSV.... The pIC50 is 3.0. (2) The small molecule is COc1ccc(/C=C(/C(=O)NCc2ccc(C(=O)Nc3ccccc3N)cc2)c2ccccc2)cc1OC. The target protein (O09106) has sequence MAQTQGTKRKVCYYYDGDVGNYYYGQGHPMKPHRIRMTHNLLLNYGLYRKMEIYRPHKANAEEMTKYHSDDYIKFLRSIRPDNMSEYSKQMQRFNVGEDCPVFDGLFEFCQLSTGGSVASAVKLNKQQTDIAVNWAGGLHHAKKSEASGFCYVNDIVLAILELLKYHQRVLYIDIDIHHGDGVEEAFYTTDRVMTVSFHKYGEYFPGTGDLRDIGAGKGKYYAVNYPLRDGIDDESYEAIFKPVMSKVMEMFQPSAVVLQCGSDSLSGDRLGCFNLTIKGHAKCVEFVKSFNLPMLMLGGGGYTIRNVARCWTYETAVALDTEIPNELPYNDYFEYFGPDFKLHISPSNMTNQNTNEYLEKIKQRLFENLRMLPHAPGVQMQAIPEDAIPEESGDEDEEDPDKRISICSSDKRIACEEEFSDSDEEGEGGRKNSSNFKKAKRVKTEDEKEKDPEEKKEVTEEEKTKEEKPEAKGVKEEVKLA. The pIC50 is 7.3. (3) The small molecule is CCC(CC)O[C@@H]1C=C(C(=O)O)C[C@H](NCc2ccccc2Br)[C@H]1NC(C)=O. The target protein sequence is MNPNQKIITIGSICMVIGIVSLMLQIGNMISIWVSHSIQTGNQRQAEPISNTKFLTEKAVASVTLAGNSSLCPISGWAVYSKDNSIRIGSRGDVFVIREPFISCSHLECRTFFLTQGALLNDKHSNGTVKDRSPHRTLMSCPVGEAPSPYNSRFESVAWSASACHDGTSWLTIGISGPDNGAVAVLKYNGIITDTIKSWRNNILRTQESECACVNGSCFTVMTDGPSSGQASYKIFKMEKGKVVKSVELDAPNYHYEECSCYPDAGEITCVCRDNWHGSNRPWVSFNQNLEYQIGYICSGVFGDNPRPNDGTGSCGPVSPNGAYGVKGFSFKYGNGVWIGRTKSTNSRSGFEMIWDPNGWTGTDSSFSVKQDIVAITDWSGYSGSFVQHPELTGLDCIRPCFWVELIRGRPKESTIWTSGSSISFCGVNSDTVSWSWPDGAELPFTIDK. The pIC50 is 7.9.